From a dataset of Catalyst prediction with 721,799 reactions and 888 catalyst types from USPTO. Predict which catalyst facilitates the given reaction. (1) Reactant: CNC(NCCC[C@H](N)C(O)=O)=NC.C(O[C:23]([N:25]1[CH2:29][CH2:28][CH2:27][C@@H:26]1[C:30]([C:32]1[C:40]2[C:35](=[CH:36][CH:37]=[C:38]([Br:41])[CH:39]=2)[NH:34][CH:33]=1)=O)=O)C1C=CC=CC=1.[OH-].[Na+].C(O)C1C=CC=CC=1. Product: [Br:41][C:38]1[CH:39]=[C:40]2[C:35](=[CH:36][CH:37]=1)[NH:34][CH:33]=[C:32]2[CH2:30][C@H:26]1[CH2:27][CH2:28][CH2:29][N:25]1[CH3:23]. The catalyst class is: 11. (2) Reactant: [Cl:1][C:2]1[CH:24]=[CH:23][C:5]2[N:6]=[C:7]([NH:9][C:10]3[N:14]([CH3:15])[C:13]4[CH:16]=[CH:17][C:18]([C:20](O)=[O:21])=[CH:19][C:12]=4[N:11]=3)[S:8][C:4]=2[CH:3]=1.[NH2:25][CH2:26][CH2:27][CH2:28][OH:29].CN(C(ON1N=NC2C=CC=CC1=2)=[N+](C)C)C.F[P-](F)(F)(F)(F)F.CCN(C(C)C)C(C)C. Product: [OH:29][CH2:28][CH2:27][CH2:26][NH:25][C:20]([C:18]1[CH:17]=[CH:16][C:13]2[N:14]([CH3:15])[C:10]([NH:9][C:7]3[S:8][C:4]4[CH:3]=[C:2]([Cl:1])[CH:24]=[CH:23][C:5]=4[N:6]=3)=[N:11][C:12]=2[CH:19]=1)=[O:21]. The catalyst class is: 3. (3) Reactant: [CH3:1][S:2]([OH:5])(=[O:4])=[O:3].[Si]([O:13][CH2:14][CH2:15][N:16]([C:43]#[N:44])[C:17]1[CH:18]=[C:19]([CH:40]=[CH:41][CH:42]=1)[CH2:20][N:21]1[C:29](=[O:30])[C:28]2[C:23](=[CH:24][CH:25]=[CH:26][C:27]=2[NH:31][C:32]([C:34]2[S:35][C:36]([Cl:39])=[CH:37][CH:38]=2)=[O:33])[CH2:22]1)(C(C)(C)C)(C)C. Product: [CH3:1][S:2]([OH:5])(=[O:4])=[O:3].[Cl:39][C:36]1[S:35][C:34]([C:32]([NH:31][C:27]2[CH:26]=[CH:25][CH:24]=[C:23]3[C:28]=2[C:29](=[O:30])[N:21]([CH2:20][C:19]2[CH:40]=[CH:41][CH:42]=[C:17]([N:16]4[CH2:15][CH2:14][O:13][C:43]4=[NH:44])[CH:18]=2)[CH2:22]3)=[O:33])=[CH:38][CH:37]=1. The catalyst class is: 10. (4) Reactant: [CH:1]1([N:4]=[C:5]=[O:6])[CH2:3][CH2:2]1.[NH:7]1[C:11]2[CH:12]=[CH:13][CH:14]=[CH:15][C:10]=2[N:9]=[C:8]1[C:16]1[C:24]2[C:19](=[CH:20][CH:21]=[C:22]([NH2:25])[CH:23]=2)[N:18]([CH:26]2[CH2:31][CH2:30][CH2:29][CH2:28][O:27]2)[N:17]=1.N1C=CC=CC=1. Product: [NH:9]1[C:10]2[CH:15]=[CH:14][CH:13]=[CH:12][C:11]=2[N:7]=[C:8]1[C:16]1[C:24]2[C:19](=[CH:20][CH:21]=[C:22]([NH:25][C:5]([NH:4][CH:1]3[CH2:3][CH2:2]3)=[O:6])[CH:23]=2)[N:18]([CH:26]2[CH2:31][CH2:30][CH2:29][CH2:28][O:27]2)[N:17]=1. The catalyst class is: 2. (5) Reactant: C=[C:2]1[CH:7]([CH2:8][CH2:9][CH2:10][CH:11]=C)[CH2:6][CH2:5][O:4][CH2:3]1. Product: [CH2:3]1[C:2]2[CH:7]([CH2:8][CH2:9][CH2:10][CH:11]=2)[CH2:6][CH2:5][O:4]1. The catalyst class is: 2.